This data is from Full USPTO retrosynthesis dataset with 1.9M reactions from patents (1976-2016). The task is: Predict the reactants needed to synthesize the given product. (1) Given the product [NH2:21][C@H:18]1[CH2:19][CH2:20][N:16]([C@H:6]2[CH2:7][CH2:8][C@@H:9]([N:11]([CH:13]([CH3:15])[CH3:14])[CH3:12])[CH2:10][C@H:5]2[C:2]([OH:1])([CH3:4])[CH3:3])[C:17]1=[O:32], predict the reactants needed to synthesize it. The reactants are: [OH:1][C:2]([C@@H:5]1[CH2:10][C@H:9]([N:11]([CH:13]([CH3:15])[CH3:14])[CH3:12])[CH2:8][CH2:7][C@@H:6]1[N:16]1[CH2:20][CH2:19][C@H:18]([NH:21]C(=O)OCC2C=CC=CC=2)[C:17]1=[O:32])([CH3:4])[CH3:3]. (2) Given the product [OH:17][CH2:16][CH2:15][CH2:14][O:1][C:2]1[CH:11]=[CH:10][C:5]([C:6]([O:8][CH3:9])=[O:7])=[CH:4][C:3]=1[CH3:12], predict the reactants needed to synthesize it. The reactants are: [OH:1][C:2]1[CH:11]=[CH:10][C:5]([C:6]([O:8][CH3:9])=[O:7])=[CH:4][C:3]=1[CH3:12].Br[CH2:14][CH2:15][CH2:16][OH:17].C(=O)([O-])[O-].[Cs+].[Cs+]. (3) Given the product [Cl:35][C:30]1[CH:31]=[CH:32][CH:33]=[CH:34][C:29]=1[C:27]1[C:26]([C:36]([O:38][CH3:39])=[O:37])=[CH:25][CH:24]=[C:23]([CH2:22][N:11]2[C:10](=[O:13])[N:9]([CH2:14][C@H:15]([OH:20])[C:16]([F:18])([F:19])[F:17])[C:8]([C:5]3[CH:6]=[CH:7][C:2]([Cl:1])=[CH:3][CH:4]=3)=[N:12]2)[CH:28]=1, predict the reactants needed to synthesize it. The reactants are: [Cl:1][C:2]1[CH:7]=[CH:6][C:5]([C:8]2[N:9]([CH2:14][C@H:15]([OH:20])[C:16]([F:19])([F:18])[F:17])[C:10](=[O:13])[NH:11][N:12]=2)=[CH:4][CH:3]=1.Br[CH2:22][C:23]1[CH:28]=[C:27]([C:29]2[CH:34]=[CH:33][CH:32]=[CH:31][C:30]=2[Cl:35])[C:26]([C:36]([O:38][CH3:39])=[O:37])=[CH:25][CH:24]=1. (4) Given the product [CH3:1][O:2][C:5]1[C:10]([N+:11]([O-:13])=[O:12])=[CH:9][C:8]([CH3:14])=[C:7]([C:15]2[CH:20]=[CH:19][C:18]([O:21][C:22]([F:25])([F:24])[F:23])=[CH:17][C:16]=2[O:26][CH3:27])[N:6]=1, predict the reactants needed to synthesize it. The reactants are: [CH3:1][O-:2].[Na+].Cl[C:5]1[C:10]([N+:11]([O-:13])=[O:12])=[CH:9][C:8]([CH3:14])=[C:7]([C:15]2[CH:20]=[CH:19][C:18]([O:21][C:22]([F:25])([F:24])[F:23])=[CH:17][C:16]=2[O:26][CH3:27])[N:6]=1.